From a dataset of Full USPTO retrosynthesis dataset with 1.9M reactions from patents (1976-2016). Predict the reactants needed to synthesize the given product. (1) Given the product [CH3:1][N:2]1[C:6]([C:7]2[CH:12]=[C:11]([CH:10]=[C:9]([N:16]3[CH2:21][CH2:20][O:19][CH2:18][CH2:17]3)[CH:8]=2)[NH2:13])=[CH:5][N:4]=[C:3]1[CH3:22], predict the reactants needed to synthesize it. The reactants are: [CH3:1][N:2]1[C:6]([C:7]2[CH:8]=[C:9]([N:16]3[CH2:21][CH2:20][O:19][CH2:18][CH2:17]3)[CH:10]=[C:11]([N+:13]([O-])=O)[CH:12]=2)=[CH:5][N:4]=[C:3]1[CH3:22].O.NN. (2) Given the product [OH:26][C:25]1[C:27]([CH2:16][CH2:15][CH:14]([CH3:19])[CH3:13])=[C:28]([OH:32])[C:29]([CH2:9][CH2:8][CH:5]([CH3:4])[CH3:6])([CH2:21][CH2:22][CH:24]([CH3:30])[CH3:25])[C:30](=[O:31])[C:24]=1[C:22](=[O:23])[CH2:21][CH2:20][C:17]1[CH:16]=[CH:15][C:14]([CH3:13])=[CH:19][CH:18]=1, predict the reactants needed to synthesize it. The reactants are: CC1C=[CH:6][C:5]([CH2:8][CH2:9]C(O)=O)=[CH:4]C=1.[CH3:13][C:14]1[CH:19]=[CH:18][C:17]([CH2:20][CH2:21][C:22]([C:24]2[C:30]([OH:31])=[CH:29][C:28]([OH:32])=[CH:27][C:25]=2[OH:26])=[O:23])=[CH:16][CH:15]=1. (3) Given the product [F:15][C:16]1[CH:21]=[CH:20][C:19]([S:22]([NH:1][C:4]2[CH:13]=[CH:12][CH:11]=[C:10]3[C:5]=2[CH:6]=[CH:7][C:8]([NH:37][CH:34]2[C:35]4[C:31](=[CH:30][CH:29]=[C:28]([O:27][CH3:26])[CH:36]=4)[CH2:32][CH2:33]2)=[N:9]3)(=[O:24])=[O:23])=[CH:18][CH:17]=1, predict the reactants needed to synthesize it. The reactants are: [N+:1]([C:4]1[CH:13]=[CH:12][CH:11]=[C:10]2[C:5]=1[CH:6]=[CH:7][C:8](Cl)=[N:9]2)([O-])=O.[F:15][C:16]1[CH:21]=[CH:20][C:19]([S:22](Cl)(=[O:24])=[O:23])=[CH:18][CH:17]=1.[CH3:26][O:27][C:28]1[CH:36]=[C:35]2[C:31]([CH2:32][CH2:33][CH:34]2[NH2:37])=[CH:30][CH:29]=1. (4) Given the product [CH2:12]([O:19][C:20]1[CH:25]=[CH:24][CH:23]=[CH:22][C:21]=1[CH:35]([C:34]1[CH:37]=[CH:38][C:31]([C:27]([CH3:30])([CH3:29])[CH3:28])=[CH:32][CH:33]=1)[OH:36])[C:13]1[CH:18]=[CH:17][CH:16]=[CH:15][CH:14]=1, predict the reactants needed to synthesize it. The reactants are: CCCCCC.C([Li])CCC.[CH2:12]([O:19][C:20]1[CH:25]=[CH:24][CH:23]=[CH:22][C:21]=1Br)[C:13]1[CH:18]=[CH:17][CH:16]=[CH:15][CH:14]=1.[C:27]([C:31]1[CH:38]=[CH:37][C:34]([CH:35]=[O:36])=[CH:33][CH:32]=1)([CH3:30])([CH3:29])[CH3:28].O. (5) Given the product [CH3:15][O:16][C:17]1[CH:22]=[CH:21][CH:20]=[CH:19][C:18]=1[CH:23]1[CH2:28][CH2:27][CH2:26][N:25]([C:7]([C:6]2[CH:10]=[CH:11][N:12]=[C:4]([N:3]([CH3:2])[CH3:13])[CH:5]=2)=[O:9])[CH2:24]1, predict the reactants needed to synthesize it. The reactants are: Cl.[CH3:2][N:3]([CH3:13])[C:4]1[CH:5]=[C:6]([CH:10]=[CH:11][N:12]=1)[C:7]([OH:9])=O.Cl.[CH3:15][O:16][C:17]1[CH:22]=[CH:21][CH:20]=[CH:19][C:18]=1[CH:23]1[CH2:28][CH2:27][CH2:26][NH:25][CH2:24]1.C(N(CC)CC)C.CCCP(=O)=O.